From a dataset of Experimentally validated miRNA-target interactions with 360,000+ pairs, plus equal number of negative samples. Binary Classification. Given a miRNA mature sequence and a target amino acid sequence, predict their likelihood of interaction. (1) The miRNA is mmu-miR-210-5p with sequence AGCCACUGCCCACCGCACACUG. The protein sequence of the target gene is MNAGSDPVVIVSAARTIIGSFNGALAAVPVQDLGSTVIKEVLKRATVAPEDVSEVIFGHVLAAGCGQNPVRQASVGAGIPYSVPAWSCQMICGSGLKAVCLAVQSIGIGDSSIVVAGGMENMSKAPHLAYLRTGVKIGEMPLTDSILCDGLTDAFHNCHMGITAENVAKKWQVSREDQDKVAVLSQNRTENAQKAGHFDKEIVPVLVSTRKGLIEVKTDEFPRHGSNIEAMSKLKPYFLTDGTGTVTPANASGINDGAAAVVLMKKSEADKRGLTPLARIVSWSQVGVEPSIMGIGPIPA.... Result: 0 (no interaction). (2) The miRNA is hsa-miR-3616-3p with sequence CGAGGGCAUUUCAUGAUGCAGGC. The protein sequence of the target gene is MNGQLDLSGKLIIKAQLGEDIRRIPIHNEDITYDELVLMMQRVFRGKLLSNDEVTIKYKDEDGDLITIFDSSDLSFAIQCSRILKLTLFVNGQPRPLESSQVKYLRRELIELRNKVNRLLDSLEPPGEPGPSTNIPENDTVDGREEKSASDSSGKQSTQVMAASMSAFDPLKNQDEINKNVMSAFGLTDDQVSGPPSAPAEDRSGTPDSIASSSSAAHPPGVQPQQPPYTGAQTQAGQIEGQMYQQYQQQAGYGAQQPQAPPQQPQQYGIQYSASYSQQTGPQQPQQFQGYGQQPTSQAP.... Result: 0 (no interaction). (3) The miRNA is mmu-miR-1187 with sequence UAUGUGUGUGUGUAUGUGUGUAA. The protein sequence of the target gene is MLKPSVTSAPTADMATLTVVQPLTLDRDVARAIELLEKLQESGEVPVHKLQSLKKVLQSEFCTAIREVYQYMHETITVNGCPEFRARATAKATVAAFAASEGHSHPRVVELPKTDEGLGFNVMGGKEQNSPIYISRIIPGGVAERHGGLKRGDQLLSVNGVSVEGEHHEKAVELLKAAKDSVKLVVRYTPKVLEEMEARFEKLRTARRRQQQQLLIQQQQQQQQQQPQQNHMS. Result: 1 (interaction).